Task: Predict the reaction yield, written as a fraction of the theoretical maximum amount of product (1.0 means a 100% yield; for example, 0.34 means a 34% yield).. Dataset: Reaction yield outcomes from USPTO patents with 853,638 reactions (1) The reactants are [I:1][C:2]1[CH:7]=[CH:6][C:5]([NH:8][C:9]([CH:11]([CH:15]([CH3:17])[CH3:16])[C:12]([OH:14])=[O:13])=[O:10])=[CH:4][CH:3]=1.[CH3:18]OC(OC)(C)C. The catalyst is Cl. The product is [CH3:18][O:13][C:12](=[O:14])[CH:11]([C:9](=[O:10])[NH:8][C:5]1[CH:4]=[CH:3][C:2]([I:1])=[CH:7][CH:6]=1)[CH:15]([CH3:17])[CH3:16]. The yield is 0.990. (2) The reactants are [CH3:1][N:2]1[CH2:7][CH2:6][N:5]([C:8]2[N:13]3[CH:14]=[C:15]([CH2:17][OH:18])[N:16]=[C:12]3[CH:11]=[CH:10][CH:9]=2)[CH2:4][CH2:3]1. The catalyst is C(Cl)(Cl)Cl.[O-2].[O-2].[Mn+4]. The product is [CH3:1][N:2]1[CH2:7][CH2:6][N:5]([C:8]2[N:13]3[CH:14]=[C:15]([CH:17]=[O:18])[N:16]=[C:12]3[CH:11]=[CH:10][CH:9]=2)[CH2:4][CH2:3]1. The yield is 0.820. (3) The reactants are [F:1][C:2]1[CH:3]=[C:4]([OH:9])[CH:5]=[CH:6][C:7]=1[F:8].C(=O)([O-])[O-].[K+].[K+].I[CH:17]([CH3:19])[CH3:18]. The catalyst is CC(C)=O. The product is [F:8][C:7]1[CH:6]=[CH:5][C:4]([O:9][CH:17]([CH3:19])[CH3:18])=[CH:3][C:2]=1[F:1]. The yield is 0.923. (4) The reactants are [NH2:1][C:2]1[CH:7]=[CH:6][C:5]([CH3:8])=[CH:4][N:3]=1.[Al](Cl)(C)C.[CH3:13][C:14]1[O:15][C:16]2[CH:22]=[C:21]([C:23](OCC)=[O:24])[CH:20]=[C:19]([O:28][C:29]3[CH:34]=[CH:33][C:32]([S:35]([CH3:38])(=[O:37])=[O:36])=[CH:31][CH:30]=3)[C:17]=2[CH:18]=1. The catalyst is ClCCCl. The product is [CH3:13][C:14]1[O:15][C:16]2[CH:22]=[C:21]([C:23]([NH:1][C:2]3[CH:7]=[CH:6][C:5]([CH3:8])=[CH:4][N:3]=3)=[O:24])[CH:20]=[C:19]([O:28][C:29]3[CH:30]=[CH:31][C:32]([S:35]([CH3:38])(=[O:37])=[O:36])=[CH:33][CH:34]=3)[C:17]=2[CH:18]=1. The yield is 0.860. (5) The reactants are [CH3:1][O:2][C:3]1[CH:22]=[C:21]([O:23][CH3:24])[CH:20]=[CH:19][C:4]=1[CH2:5][NH:6][CH2:7][CH2:8][CH:9]1[NH:14][CH2:13][CH:12]([C:15]([O:17][CH3:18])=[O:16])[CH2:11][CH2:10]1.C1N=CN([C:30](N2C=NC=C2)=[O:31])C=1. The catalyst is C1COCC1. The product is [CH3:1][O:2][C:3]1[CH:22]=[C:21]([O:23][CH3:24])[CH:20]=[CH:19][C:4]=1[CH2:5][N:6]1[CH2:7][CH2:8][CH:9]2[CH2:10][CH2:11][CH:12]([C:15]([O:17][CH3:18])=[O:16])[CH2:13][N:14]2[C:30]1=[O:31]. The yield is 0.320. (6) The yield is 0.660. The product is [CH2:10]([NH:17][C:2]1[N:9]=[CH:8][CH:7]=[CH:6][C:3]=1[C:4]#[N:5])[C:11]1[CH:16]=[CH:15][CH:14]=[CH:13][CH:12]=1. No catalyst specified. The reactants are F[C:2]1[N:9]=[CH:8][CH:7]=[CH:6][C:3]=1[C:4]#[N:5].[CH2:10]([NH2:17])[C:11]1[CH:16]=[CH:15][CH:14]=[CH:13][CH:12]=1.